Regression. Given two drug SMILES strings and cell line genomic features, predict the synergy score measuring deviation from expected non-interaction effect. From a dataset of NCI-60 drug combinations with 297,098 pairs across 59 cell lines. Drug 1: CCC1(CC2CC(C3=C(CCN(C2)C1)C4=CC=CC=C4N3)(C5=C(C=C6C(=C5)C78CCN9C7C(C=CC9)(C(C(C8N6C)(C(=O)OC)O)OC(=O)C)CC)OC)C(=O)OC)O.OS(=O)(=O)O. Drug 2: C1CC(=O)NC(=O)C1N2C(=O)C3=CC=CC=C3C2=O. Cell line: LOX IMVI. Synergy scores: CSS=19.5, Synergy_ZIP=-10.5, Synergy_Bliss=-8.14, Synergy_Loewe=-85.0, Synergy_HSA=-6.15.